From a dataset of Forward reaction prediction with 1.9M reactions from USPTO patents (1976-2016). Predict the product of the given reaction. (1) The product is: [Br:21][CH2:17][CH2:16][CH2:15][CH2:19][O:11][C:10](=[O:12])[CH:9]=[CH:8][C:5]1[CH:6]=[CH:7][C:2]([OH:1])=[C:3]([O:13][CH3:14])[CH:4]=1. Given the reactants [OH:1][C:2]1[CH:7]=[CH:6][C:5]([CH:8]=[CH:9][C:10]([OH:12])=[O:11])=[CH:4][C:3]=1[O:13][CH3:14].[CH2:15]1[CH2:19]O[CH2:17][CH2:16]1.C(Br)(Br)(Br)[Br:21], predict the reaction product. (2) Given the reactants Cl[C:2]1[N:7]=[C:6]([Cl:8])[N:5]=[C:4]([Cl:9])[N:3]=1.Cl.[CH3:11][NH:12][O:13][CH3:14].CCN(C(C)C)C(C)C, predict the reaction product. The product is: [Cl:9][C:4]1[N:5]=[C:6]([Cl:8])[N:7]=[C:2]([N:12]([CH3:11])[O:13][CH3:14])[N:3]=1. (3) Given the reactants [N:1]([C@H:4]1[C@H:8]([OH:9])[CH2:7][N:6]([C:10]([O:12][CH2:13][C:14]2[CH:19]=[CH:18][CH:17]=[CH:16][CH:15]=2)=[O:11])[CH2:5]1)=[N+]=[N-].C1(P(C2C=CC=CC=2)C2C=CC=CC=2)C=CC=CC=1.O, predict the reaction product. The product is: [NH2:1][CH:4]1[CH:8]([OH:9])[CH2:7][N:6]([C:10]([O:12][CH2:13][C:14]2[CH:19]=[CH:18][CH:17]=[CH:16][CH:15]=2)=[O:11])[CH2:5]1. (4) Given the reactants [F:1][C:2]1[CH:3]=[N+:4]([O-])[CH:5]=[CH:6][CH:7]=1.C[Si]([C:13]#[N:14])(C)C.C(N(CC)CC)C, predict the reaction product. The product is: [F:1][C:2]1[C:3]([C:13]#[N:14])=[N:4][CH:5]=[CH:6][CH:7]=1. (5) Given the reactants C([C@]1(C(N2CCN([C:25]3[CH:30]=[C:29]([C:31]([F:34])([F:33])[F:32])[N:28]=[CH:27][N:26]=3)CC2)=O)CC[C@@H](NC(=O)OC(C)(C)C)C1)(C)C.O1CCOCC1.[ClH:41], predict the reaction product. The product is: [Cl:41][C:25]1[CH:30]=[C:29]([C:31]([F:34])([F:33])[F:32])[N:28]=[CH:27][N:26]=1.